Dataset: Reaction yield outcomes from USPTO patents with 853,638 reactions. Task: Predict the reaction yield, written as a fraction of the theoretical maximum amount of product (1.0 means a 100% yield; for example, 0.34 means a 34% yield). (1) The reactants are [C:1]([C:3]1[C:11]2[C:6](=[CH:7][C:8]([O:12][CH2:13][CH2:14][CH2:15]I)=[CH:9][CH:10]=2)[N:5]([CH:17]2[CH2:20][CH2:19][CH2:18]2)[C:4]=1[C:21]1[CH:26]=[CH:25][C:24]([NH:27][C:28]([NH:30][CH:31]([CH3:33])[CH3:32])=[O:29])=[CH:23][CH:22]=1)#[N:2].[NH:34]1[CH:38]=[N:37][CH:36]=[N:35]1.[Na]. The catalyst is CN(C=O)C. The product is [C:1]([C:3]1[C:11]2[C:6](=[CH:7][C:8]([O:12][CH2:13][CH2:14][CH2:15][N:34]3[CH:38]=[N:37][CH:36]=[N:35]3)=[CH:9][CH:10]=2)[N:5]([CH:17]2[CH2:20][CH2:19][CH2:18]2)[C:4]=1[C:21]1[CH:26]=[CH:25][C:24]([NH:27][C:28]([NH:30][CH:31]([CH3:33])[CH3:32])=[O:29])=[CH:23][CH:22]=1)#[N:2]. The yield is 0.400. (2) The reactants are [NH2:1][CH2:2][CH2:3][CH2:4][OH:5].[N:6]1[CH:11]=[CH:10][N:9]=[CH:8][C:7]=1[C:12](O)=[O:13].CCN(C(C)C)C(C)C.C1C=CC2N(O)N=NC=2C=1.CCN=C=NCCCN(C)C.Cl. The catalyst is C(Cl)Cl.[Cl-].[Na+].O. The product is [OH:5][CH2:4][CH2:3][CH2:2][NH:1][C:12]([C:7]1[CH:8]=[N:9][CH:10]=[CH:11][N:6]=1)=[O:13]. The yield is 0.680.